Dataset: NCI-60 drug combinations with 297,098 pairs across 59 cell lines. Task: Regression. Given two drug SMILES strings and cell line genomic features, predict the synergy score measuring deviation from expected non-interaction effect. (1) Drug 1: CCCS(=O)(=O)NC1=C(C(=C(C=C1)F)C(=O)C2=CNC3=C2C=C(C=N3)C4=CC=C(C=C4)Cl)F. Drug 2: C1=CC(=CC=C1CCCC(=O)O)N(CCCl)CCCl. Cell line: SNB-19. Synergy scores: CSS=18.3, Synergy_ZIP=-7.23, Synergy_Bliss=0.580, Synergy_Loewe=-3.86, Synergy_HSA=-1.92. (2) Drug 1: CN1CCC(CC1)COC2=C(C=C3C(=C2)N=CN=C3NC4=C(C=C(C=C4)Br)F)OC. Drug 2: CN(C)N=NC1=C(NC=N1)C(=O)N. Cell line: SNB-19. Synergy scores: CSS=8.72, Synergy_ZIP=-0.269, Synergy_Bliss=3.14, Synergy_Loewe=-2.82, Synergy_HSA=0.942. (3) Drug 1: CC1=C2C(C(=O)C3(C(CC4C(C3C(C(C2(C)C)(CC1OC(=O)C(C(C5=CC=CC=C5)NC(=O)OC(C)(C)C)O)O)OC(=O)C6=CC=CC=C6)(CO4)OC(=O)C)OC)C)OC. Drug 2: CN1C2=C(C=C(C=C2)N(CCCl)CCCl)N=C1CCCC(=O)O.Cl. Cell line: KM12. Synergy scores: CSS=35.6, Synergy_ZIP=-4.51, Synergy_Bliss=-6.92, Synergy_Loewe=-16.7, Synergy_HSA=-4.39. (4) Drug 1: COC1=C(C=C2C(=C1)N=CN=C2NC3=CC(=C(C=C3)F)Cl)OCCCN4CCOCC4. Drug 2: C1=NC2=C(N=C(N=C2N1C3C(C(C(O3)CO)O)F)Cl)N. Cell line: A498. Synergy scores: CSS=42.6, Synergy_ZIP=-2.00, Synergy_Bliss=0.745, Synergy_Loewe=2.87, Synergy_HSA=4.68. (5) Drug 1: C1CC(=O)NC(=O)C1N2CC3=C(C2=O)C=CC=C3N. Drug 2: CC1=C(C(=CC=C1)Cl)NC(=O)C2=CN=C(S2)NC3=CC(=NC(=N3)C)N4CCN(CC4)CCO. Cell line: IGROV1. Synergy scores: CSS=49.5, Synergy_ZIP=-0.683, Synergy_Bliss=-0.424, Synergy_Loewe=-35.0, Synergy_HSA=1.70. (6) Drug 1: C1=CC=C(C(=C1)C(C2=CC=C(C=C2)Cl)C(Cl)Cl)Cl. Drug 2: CCC1(C2=C(COC1=O)C(=O)N3CC4=CC5=C(C=CC(=C5CN(C)C)O)N=C4C3=C2)O.Cl. Cell line: PC-3. Synergy scores: CSS=18.6, Synergy_ZIP=-0.438, Synergy_Bliss=-0.276, Synergy_Loewe=-8.78, Synergy_HSA=2.44.